This data is from Peptide-MHC class II binding affinity with 134,281 pairs from IEDB. The task is: Regression. Given a peptide amino acid sequence and an MHC pseudo amino acid sequence, predict their binding affinity value. This is MHC class II binding data. (1) The binding affinity (normalized) is 0. The MHC is HLA-DQA10101-DQB10501 with pseudo-sequence HLA-DQA10101-DQB10501. The peptide sequence is GGGQIVGGVYLLPRR. (2) The MHC is DRB1_0101 with pseudo-sequence DRB1_0101. The binding affinity (normalized) is 0.849. The peptide sequence is RKELLVTFKNAHAKK. (3) The peptide sequence is PNELGRFKHTDAC. The binding affinity (normalized) is 0. The MHC is DRB1_0401 with pseudo-sequence DRB1_0401. (4) The peptide sequence is AAPAAVAAAGDAAKG. The MHC is HLA-DQA10401-DQB10402 with pseudo-sequence HLA-DQA10401-DQB10402. The binding affinity (normalized) is 0.209.